Dataset: M1 muscarinic receptor antagonist screen with 61,756 compounds. Task: Binary Classification. Given a drug SMILES string, predict its activity (active/inactive) in a high-throughput screening assay against a specified biological target. (1) The molecule is O1C(CCC1)C(=O)Nc1c(CC)cccc1C. The result is 0 (inactive). (2) The drug is O(C(=O)c1c2c([nH]c(=O)c1)cccc2)Cc1oc(cc1)C(OCC)=O. The result is 0 (inactive).